Dataset: Catalyst prediction with 721,799 reactions and 888 catalyst types from USPTO. Task: Predict which catalyst facilitates the given reaction. (1) Reactant: C(N([CH2:6][CH3:7])CC)C.[C:8](Cl)(=[O:15])[C:9]1[CH:14]=[CH:13][CH:12]=[CH:11][CH:10]=1.[C:17]([O:25][CH2:26][C@@H:27]1[O:31][CH:30](C2C=CC=CC=2C([O-])=O)[C@@:29]([C:42]#[CH:43])([OH:41])[C@@H:28]1C1C=CC=CC=1C([O-])=O)(=[O:24])[C:18]1[CH:23]=[CH:22][CH:21]=[CH:20][CH:19]=1.[CH3:53][CH2:54][CH2:55][CH2:56][CH2:57][CH3:58].[C:59]([O:62]CC)(=[O:61])[CH3:60]. Product: [C:17]([O:25][CH:30]1[C@@:29]([O:41][C:8](=[O:15])[C:9]2[CH:14]=[CH:13][CH:12]=[CH:11][CH:10]=2)([C:42]#[CH:43])[C@H:28]([O:62][C:59](=[O:61])[C:60]2[CH:7]=[CH:6][CH:23]=[CH:18][CH:19]=2)[C@@H:27]([CH2:26][O:25][C:17](=[O:24])[C:18]2[CH:19]=[CH:20][CH:21]=[CH:22][CH:23]=2)[O:31]1)(=[O:24])[C:55]1[CH:54]=[CH:53][CH:58]=[CH:57][CH:56]=1. The catalyst class is: 79. (2) Reactant: Br[CH2:2][C:3]1[CH:22]=[C:21]([N+:23]([O-:25])=[O:24])[CH:20]=[CH:19][C:4]=1[O:5][C:6]1[CH:7]=[C:8]([CH2:14][C:15]([O:17][CH3:18])=[O:16])[CH:9]=[CH:10][C:11]=1[O:12][CH3:13].[CH3:26][C:27]([SH:30])([CH3:29])[CH3:28].C1COCC1.[H-].[Na+]. Product: [C:27]([S:30][CH2:2][C:3]1[CH:22]=[C:21]([N+:23]([O-:25])=[O:24])[CH:20]=[CH:19][C:4]=1[O:5][C:6]1[CH:7]=[C:8]([CH2:14][C:15]([O:17][CH3:18])=[O:16])[CH:9]=[CH:10][C:11]=1[O:12][CH3:13])([CH3:29])([CH3:28])[CH3:26]. The catalyst class is: 6. (3) Reactant: C[O-].[Na+].[Br:4][C:5]1[CH:6]=[C:7]2[C:12](=[C:13]([CH3:15])[CH:14]=1)[N:11]=[C:10](Cl)[C:9]([C:17]1[CH:22]=[CH:21][CH:20]=[C:19]([F:23])[CH:18]=1)=[C:8]2[Cl:24].[C:25]([O-])(O)=[O:26].[Na+]. Product: [Br:4][C:5]1[CH:6]=[C:7]2[C:12](=[C:13]([CH3:15])[CH:14]=1)[N:11]=[C:10]([O:26][CH3:25])[C:9]([C:17]1[CH:22]=[CH:21][CH:20]=[C:19]([F:23])[CH:18]=1)=[C:8]2[Cl:24]. The catalyst class is: 11. (4) Reactant: [C:1]([O:5][C:6]([N:8]1[CH2:13][CH2:12][CH:11]([C:14]2[N:19]=[C:18]([C:20](OC)=[O:21])[CH:17]=[CH:16][CH:15]=2)[CH2:10][CH2:9]1)=[O:7])([CH3:4])([CH3:3])[CH3:2].[H-].[H-].[H-].[H-].[Li+].[Al+3]. Product: [OH:21][CH2:20][C:18]1[N:19]=[C:14]([CH:11]2[CH2:10][CH2:9][N:8]([C:6]([O:5][C:1]([CH3:4])([CH3:3])[CH3:2])=[O:7])[CH2:13][CH2:12]2)[CH:15]=[CH:16][CH:17]=1. The catalyst class is: 1. (5) Reactant: [N:1]1([CH2:6][CH:7]2[CH2:12][CH2:11][CH:10]([CH2:13]O)[CH2:9][CH2:8]2)[CH:5]=[CH:4][CH:3]=[N:2]1.[Cl:15][C:16]1[N:21]=[CH:20][N:19]=[C:18]2[NH:22][N:23]=[CH:24][C:17]=12.C1C=CC(P(C2C=CC=CC=2)C2C=CC=CC=2)=CC=1.N(/C(OC(C)C)=O)=N\C(OC(C)C)=O. Product: [N:1]1([CH2:6][CH:7]2[CH2:12][CH2:11][CH:10]([CH2:13][N:23]3[CH:24]=[C:17]4[C:18]([N:19]=[CH:20][N:21]=[C:16]4[Cl:15])=[N:22]3)[CH2:9][CH2:8]2)[CH:5]=[CH:4][CH:3]=[N:2]1. The catalyst class is: 1.